This data is from Full USPTO retrosynthesis dataset with 1.9M reactions from patents (1976-2016). The task is: Predict the reactants needed to synthesize the given product. (1) Given the product [ClH:2].[ClH:1].[Cl:2][C:3]1[C:12]2[C:7](=[CH:8][CH:9]=[CH:10][CH:11]=2)[C:6]([N:13]2[CH2:14][CH2:15][CH:16]([NH:19][CH3:20])[CH2:17][CH2:18]2)=[N:5][N:4]=1, predict the reactants needed to synthesize it. The reactants are: [ClH:1].[Cl:2][C:3]1[C:12]2[C:7](=[CH:8][CH:9]=[CH:10][CH:11]=2)[C:6]([N:13]2[CH2:18][CH2:17][CH:16]([N:19](C)[C:20](=O)OC(C)(C)C)[CH2:15][CH2:14]2)=[N:5][N:4]=1. (2) Given the product [Cl:9][C:10]1[CH:16]=[C:15]([F:17])[CH:14]=[CH:13][C:11]=1[NH:12][C:2]1[CH:7]=[CH:6][C:5]([F:8])=[CH:4][CH:3]=1, predict the reactants needed to synthesize it. The reactants are: Br[C:2]1[CH:7]=[CH:6][C:5]([F:8])=[CH:4][CH:3]=1.[Cl:9][C:10]1[CH:16]=[C:15]([F:17])[CH:14]=[CH:13][C:11]=1[NH2:12].CC(C)([O-])C.[Na+]. (3) Given the product [CH:10]1[C:16](=[O:17])[NH:15][C:13](=[O:14])[N:12]([C@@H:18]2[O:22][C@H:21]([CH2:23][O:24][P:25]([O:28][P:29]([O:32][P:33]([OH:35])([OH:36])=[O:34])([OH:31])=[O:30])([OH:27])=[O:26])[C@@H:20]([OH:37])[C@H:19]2[OH:38])[CH:11]=1, predict the reactants needed to synthesize it. The reactants are: C(N=C=NC(C)C)(C)C.[CH:10]1[C:16](=[O:17])[NH:15][C:13](=[O:14])[N:12]([C@@H:18]2[O:22][C@H:21]([CH2:23][O:24][P:25]([O:28][P:29]([O:32][P:33]([OH:36])([OH:35])=[O:34])([OH:31])=[O:30])([OH:27])=[O:26])[C@@H:20]([OH:37])[C@H:19]2[OH:38])[CH:11]=1.C(N(CCCC)CCCC)CCC.C(N(CCCC)CCCC)CCC.[Cl-].[Mg+2].[Cl-].C1C(=O)NC(=O)N([C@@H]2O[C@H](COP(OP(OP(OP(OC[C@H]3O[C@@H](N4C(=O)NC(=O)C=C4)[C@H](O)[C@@H]3O)([O-])=O)([O-])=O)([O-])=O)([O-])=O)[C@@H](O)[C@H]2O)C=1.[Na+].[Na+].[Na+].[Na+]. (4) Given the product [F:1][C:2]1[CH:3]=[C:4]([C:26]2[N:30]([C:31]3[CH:36]=[CH:35][CH:34]=[CH:33][CH:32]=3)[N:29]=[C:28]([NH2:37])[CH:27]=2)[CH:5]=[C:6]([CH2:8][O:9][C@H:10]([CH3:15])[C:11]([F:12])([F:13])[F:14])[CH:7]=1, predict the reactants needed to synthesize it. The reactants are: [F:1][C:2]1[CH:3]=[C:4](B2OC(C)(C)C(C)(C)O2)[CH:5]=[C:6]([CH2:8][O:9][C@H:10]([CH3:15])[C:11]([F:14])([F:13])[F:12])[CH:7]=1.I[C:26]1[N:30]([C:31]2[CH:36]=[CH:35][CH:34]=[CH:33][CH:32]=2)[N:29]=[C:28]([NH2:37])[CH:27]=1.C(=O)([O-])[O-].[Na+].[Na+].C1(P(C2CCCCC2)C2CCCCC2)CCCCC1.C(=O)([O-])O.[Na+]. (5) Given the product [C:2]1([N:8]([CH2:32][CH2:33][C:34]([O:36][CH2:37][CH3:38])=[O:35])[C:9]([C:11]2[CH:31]=[CH:30][C:14]3[N:15]([CH3:29])[C:16]([CH2:18][NH:19][C:20]4[CH:25]=[CH:24][C:23]([C:26](=[NH:27])[NH:28][C:40]([O:42][CH2:43][CH2:44][CH2:45][CH2:46][CH2:47][CH2:48][CH2:49][CH3:50])=[O:41])=[CH:22][CH:21]=4)=[N:17][C:13]=3[CH:12]=2)=[O:10])[CH:3]=[CH:4][CH:5]=[CH:6][CH:7]=1, predict the reactants needed to synthesize it. The reactants are: Cl.[C:2]1([N:8]([CH2:32][CH2:33][C:34]([O:36][CH2:37][CH3:38])=[O:35])[C:9]([C:11]2[CH:31]=[CH:30][C:14]3[N:15]([CH3:29])[C:16]([CH2:18][NH:19][C:20]4[CH:25]=[CH:24][C:23]([C:26](=[NH:28])[NH2:27])=[CH:22][CH:21]=4)=[N:17][C:13]=3[CH:12]=2)=[O:10])[CH:7]=[CH:6][CH:5]=[CH:4][CH:3]=1.Cl[C:40]([O:42][CH2:43][CH2:44][CH2:45][CH2:46][CH2:47][CH2:48][CH2:49][CH3:50])=[O:41]. (6) Given the product [CH3:19][N:5]1[CH2:4][C:3](=[O:2])[NH:16][C:15]2[CH:14]=[C:9]([C:10]([O:12][CH3:13])=[O:11])[CH:8]=[N:7][C:6]1=2, predict the reactants needed to synthesize it. The reactants are: C[O:2][C:3](=O)[CH2:4][N:5]([CH3:19])[C:6]1[C:15]([N+:16]([O-])=O)=[CH:14][C:9]([C:10]([O:12][CH3:13])=[O:11])=[CH:8][N:7]=1.P(OC1C=CC=CC=1)(OC1C=CC=CC=1)OC1C=CC=CC=1.[H][H]. (7) Given the product [CH2:38]([O:37][C:35]([N:31]1[CH2:32][CH2:33][CH2:34][CH:30]1[C:28](=[O:29])[NH:27][C:24]1[S:25][CH:26]=[C:22]([C:19]2[CH:20]=[CH:21][C:16]([C:15](=[O:45])[NH:14][CH:11]3[CH2:10][CH2:9][NH:8][CH2:13][CH2:12]3)=[CH:17][CH:18]=2)[N:23]=1)=[O:36])[C:39]1[CH:44]=[CH:43][CH:42]=[CH:41][CH:40]=1, predict the reactants needed to synthesize it. The reactants are: C(OC([N:8]1[CH2:13][CH2:12][CH:11]([NH:14][C:15](=[O:45])[C:16]2[CH:21]=[CH:20][C:19]([C:22]3[N:23]=[C:24]([NH:27][C:28]([CH:30]4[CH2:34][CH2:33][CH2:32][N:31]4[C:35]([O:37][CH2:38][C:39]4[CH:44]=[CH:43][CH:42]=[CH:41][CH:40]=4)=[O:36])=[O:29])[S:25][CH:26]=3)=[CH:18][CH:17]=2)[CH2:10][CH2:9]1)=O)(C)(C)C. (8) Given the product [Cl:14][C:11]1[CH:12]=[CH:13][C:8]2[N:9]([CH:15]=[C:6]([C:4]([C:18]3[S:17][CH:21]=[CH:20][CH:19]=3)=[O:5])[N:7]=2)[CH:10]=1, predict the reactants needed to synthesize it. The reactants are: CON(C)[C:4]([C:6]1[N:7]=[C:8]2[CH:13]=[CH:12][C:11]([Cl:14])=[CH:10][N:9]2[CH:15]=1)=[O:5].[S:17]1[CH:21]=[CH:20][CH:19]=[C:18]1[Mg]Br.[Cl-].[NH4+]. (9) The reactants are: P(Cl)(Cl)Cl.[Cl:5][C:6]1[CH:11]=[C:10]([N+:12]([O-:14])=[O:13])[CH:9]=[CH:8][N+:7]=1[O-].C(=O)(O)[O-].[Na+]. Given the product [Cl:5][C:6]1[CH:11]=[C:10]([N+:12]([O-:14])=[O:13])[CH:9]=[CH:8][N:7]=1, predict the reactants needed to synthesize it.